From a dataset of Blood-brain barrier permeability classification from the B3DB database. Regression/Classification. Given a drug SMILES string, predict its absorption, distribution, metabolism, or excretion properties. Task type varies by dataset: regression for continuous measurements (e.g., permeability, clearance, half-life) or binary classification for categorical outcomes (e.g., BBB penetration, CYP inhibition). Dataset: b3db_classification. (1) The molecule is C[C@@H](N)C(=O)c1ccccc1. The result is 1 (penetrates BBB). (2) The molecule is c1ccc(CC2=NCCN2)cc1. The result is 1 (penetrates BBB). (3) The molecule is CNC(=O)c1c(NCC2CCC3(CCC3)CC2)nc(C#N)nc1OC1CC(C)(C)NC(C)(C)C1. The result is 1 (penetrates BBB). (4) The compound is CC(=O)c1cc2cccc(OCC(O)CNC(C)C)c2o1. The result is 0 (does not penetrate BBB). (5) The drug is CN(C)[C@H]1C(=O)C(C(N)=O)=C(O)[C@@]2(O)C(=O)C3=C(O)c4c(O)cccc4[C@@](C)(O)[C@@H]3[C@H](O)[C@@H]12. The result is 1 (penetrates BBB). (6) The compound is CC(C)(CO)C(O)C(=O)NCCC(=O)O. The result is 0 (does not penetrate BBB).